This data is from Full USPTO retrosynthesis dataset with 1.9M reactions from patents (1976-2016). The task is: Predict the reactants needed to synthesize the given product. (1) Given the product [Cl:35][C:36]1[C:41]([Cl:42])=[C:40]([F:43])[CH:39]=[CH:38][C:37]=1[NH:44][C:2]1[N:12]=[C:11]([NH:13][C:14]2[CH:19]=[CH:18][C:17]([N:20]3[CH2:25][CH2:24][N:23]([C:26]([O:28][C:29]([CH3:32])([CH3:31])[CH3:30])=[O:27])[CH2:22][CH2:21]3)=[CH:16][C:15]=2[O:33][CH3:34])[C:5]2[C:6](=[O:10])[NH:7][N:8]=[CH:9][C:4]=2[CH:3]=1, predict the reactants needed to synthesize it. The reactants are: Cl[C:2]1[N:12]=[C:11]([NH:13][C:14]2[CH:19]=[CH:18][C:17]([N:20]3[CH2:25][CH2:24][N:23]([C:26]([O:28][C:29]([CH3:32])([CH3:31])[CH3:30])=[O:27])[CH2:22][CH2:21]3)=[CH:16][C:15]=2[O:33][CH3:34])[C:5]2[C:6](=[O:10])[NH:7][N:8]=[CH:9][C:4]=2[CH:3]=1.[Cl:35][C:36]1[C:41]([Cl:42])=[C:40]([F:43])[CH:39]=[CH:38][C:37]=1[NH2:44].CC([O-])(C)C.[K+]. (2) The reactants are: [CH3:1][C:2]1[N:6]([C:7]2[C:15]3[O:14][CH2:13][CH:12]([N:16](C(=O)C(F)(F)F)[C:17]4[CH:30]=[CH:29][C:20]5[C@H:21]([CH2:24][C:25]([O:27]C)=[O:26])[CH2:22][O:23][C:19]=5[CH:18]=4)[C:11]=3[CH:10]=[CH:9][CH:8]=2)[C:5]2[CH:37]=[CH:38][C:39]([CH3:41])=[CH:40][C:4]=2[N:3]=1.[OH-].[Na+]. Given the product [CH3:1][C:2]1[N:6]([C:7]2[C:15]3[O:14][CH2:13][CH:12]([NH:16][C:17]4[CH:30]=[CH:29][C:20]5[C@H:21]([CH2:24][C:25]([OH:27])=[O:26])[CH2:22][O:23][C:19]=5[CH:18]=4)[C:11]=3[CH:10]=[CH:9][CH:8]=2)[C:5]2[CH:37]=[CH:38][C:39]([CH3:41])=[CH:40][C:4]=2[N:3]=1, predict the reactants needed to synthesize it. (3) The reactants are: [C:1]([O:5][CH2:6][CH3:7])(=[O:4])[CH2:2][OH:3].N1C=CN=C1.[Cl-].[C:14]([SiH:18]([C:25]1[CH:30]=[CH:29][CH:28]=[CH:27][CH:26]=1)[C:19]1[CH:24]=[CH:23][CH:22]=[CH:21][CH:20]=1)([CH3:17])([CH3:16])[CH3:15]. Given the product [Si:18]([O:3][CH2:2][C:1]([O:5][CH2:6][CH3:7])=[O:4])([C:14]([CH3:17])([CH3:16])[CH3:15])([C:25]1[CH:26]=[CH:27][CH:28]=[CH:29][CH:30]=1)[C:19]1[CH:24]=[CH:23][CH:22]=[CH:21][CH:20]=1, predict the reactants needed to synthesize it. (4) Given the product [Cl:1][C:2]1[N:7]=[C:6]([NH:8][C:11]2[CH:16]=[CH:15][CH:14]=[C:13]([O:17][CH3:18])[CH:12]=2)[C:5]([CH3:9])=[CH:4][N:3]=1, predict the reactants needed to synthesize it. The reactants are: [Cl:1][C:2]1[N:7]=[C:6]([NH2:8])[C:5]([CH3:9])=[CH:4][N:3]=1.Br[C:11]1[CH:16]=[CH:15][CH:14]=[C:13]([O:17][CH3:18])[CH:12]=1.C([O-])([O-])=O.[Cs+].[Cs+].C1(P(C2C=CC=CC=2)C2C3OC4C(=CC=CC=4P(C4C=CC=CC=4)C4C=CC=CC=4)C(C)(C)C=3C=CC=2)C=CC=CC=1.